From a dataset of CYP2D6 inhibition data for predicting drug metabolism from PubChem BioAssay. Regression/Classification. Given a drug SMILES string, predict its absorption, distribution, metabolism, or excretion properties. Task type varies by dataset: regression for continuous measurements (e.g., permeability, clearance, half-life) or binary classification for categorical outcomes (e.g., BBB penetration, CYP inhibition). Dataset: cyp2d6_veith. The compound is O=C(NCc1ccco1)c1cc(C(=O)C2CC2)c[nH]1. The result is 0 (non-inhibitor).